Task: Predict the product of the given reaction.. Dataset: Forward reaction prediction with 1.9M reactions from USPTO patents (1976-2016) (1) Given the reactants N1([CH2:6][CH2:7][CH2:8][NH:9][C:10]([C:12]2[CH:17]=[C:16]([O:18][C:19]3[CH:24]=[CH:23][C:22]([NH:25][C:26]([NH:28][C:29]4[CH:42]=[CH:41][C:32]5OC(F)(F)OC(F)(F)[C:31]=5[CH:30]=4)=[O:27])=[CH:21][CH:20]=3)[CH:15]=[CH:14][N:13]=2)=[O:11])C=CN=C1.NCCCN1C=CN=C1.[CH3:52][N:53]1C2C(=CC(NC(NC3C=CC(OC4C=CN=C(C(N)=O)C=4)=CC=3)=O)=CC=2)[CH:55]=[N:54]1.FC1(F)OC2C=CC(NC(NC3C=CC(OC4C=CN=C(C(OC)=O)C=4)=CC=3)=O)=CC=2C(F)(F)O1, predict the reaction product. The product is: [CH:8]1([NH:9][C:10]([C:12]2[CH:17]=[C:16]([O:18][C:19]3[CH:24]=[CH:23][C:22]([NH:25][C:26]([NH:28][C:29]4[CH:30]=[C:31]5[C:32](=[CH:41][CH:42]=4)[N:54]([CH3:55])[N:53]=[CH:52]5)=[O:27])=[CH:21][CH:20]=3)[CH:15]=[CH:14][N:13]=2)=[O:11])[CH2:6][CH2:7]1. (2) Given the reactants [OH:1][C:2]([C:13]1[CH:18]=[CH:17][C:16]([OH:19])=[CH:15][CH:14]=1)([C:7]1[CH:12]=[CH:11][CH:10]=[CH:9][CH:8]=1)[C:3]([O:5][CH3:6])=[O:4].Br[CH2:21][CH2:22][CH2:23][CH2:24][CH:25]1[O:29][CH2:28][CH2:27][O:26]1, predict the reaction product. The product is: [O:26]1[CH2:27][CH2:28][O:29][CH:25]1[CH2:24][CH2:23][CH2:22][CH2:21][O:19][C:16]1[CH:17]=[CH:18][C:13]([C:2]([OH:1])([C:7]2[CH:12]=[CH:11][CH:10]=[CH:9][CH:8]=2)[C:3]([O:5][CH3:6])=[O:4])=[CH:14][CH:15]=1. (3) Given the reactants [F:1][C:2]1[CH:26]=[CH:25][CH:24]=[CH:23][C:3]=1[CH2:4][N:5]1[C:9]2[CH2:10][CH2:11][CH2:12][C:8]=2[C:7]([C:13]2[N:18]=[C:17]([NH2:19])[C:16]([O:20][CH3:21])=[C:15]([NH2:22])[N:14]=2)=[N:6]1.C(N(CC)CC)C.[CH3:34][O:35][CH2:36][C:37](Cl)=[O:38].[OH-].[Na+], predict the reaction product. The product is: [NH2:19][C:17]1[N:18]=[C:13]([C:7]2[C:8]3[CH2:12][CH2:11][CH2:10][C:9]=3[N:5]([CH2:4][C:3]3[CH:23]=[CH:24][CH:25]=[CH:26][C:2]=3[F:1])[N:6]=2)[N:14]=[C:15]([NH:22][C:37](=[O:38])[CH2:36][O:35][CH3:34])[C:16]=1[O:20][CH3:21]. (4) Given the reactants Br[CH2:2][C:3]1[O:7][C:6]([C:8]2[CH:16]=[C:15]([Cl:17])[CH:14]=[C:13]3[C:9]=2[CH:10]=[N:11][N:12]3[S:18]([C:21]2[CH:26]=[CH:25][CH:24]=[CH:23][CH:22]=2)(=[O:20])=[O:19])=[N:5][CH:4]=1.[CH3:27][CH:28]1[O:33][CH:32]([CH3:34])[CH2:31][NH:30][CH2:29]1, predict the reaction product. The product is: [Cl:17][C:15]1[CH:14]=[C:13]2[C:9]([CH:10]=[N:11][N:12]2[S:18]([C:21]2[CH:26]=[CH:25][CH:24]=[CH:23][CH:22]=2)(=[O:19])=[O:20])=[C:8]([C:6]2[O:7][C:3]([CH2:2][N:30]3[CH2:29][C@@H:28]([CH3:27])[O:33][C@H:32]([CH3:34])[CH2:31]3)=[CH:4][N:5]=2)[CH:16]=1.